From a dataset of NCI-60 drug combinations with 297,098 pairs across 59 cell lines. Regression. Given two drug SMILES strings and cell line genomic features, predict the synergy score measuring deviation from expected non-interaction effect. (1) Drug 1: C1=NC2=C(N1)C(=S)N=C(N2)N. Drug 2: CC1=C(C(=CC=C1)Cl)NC(=O)C2=CN=C(S2)NC3=CC(=NC(=N3)C)N4CCN(CC4)CCO. Cell line: ACHN. Synergy scores: CSS=44.4, Synergy_ZIP=0.742, Synergy_Bliss=1.30, Synergy_Loewe=-0.0650, Synergy_HSA=4.82. (2) Cell line: SK-OV-3. Drug 1: C1=CC=C(C=C1)NC(=O)CCCCCCC(=O)NO. Drug 2: CC(C)NC(=O)C1=CC=C(C=C1)CNNC.Cl. Synergy scores: CSS=-0.743, Synergy_ZIP=-2.98, Synergy_Bliss=-4.48, Synergy_Loewe=-11.1, Synergy_HSA=-4.99. (3) Drug 1: CCCCCOC(=O)NC1=NC(=O)N(C=C1F)C2C(C(C(O2)C)O)O. Drug 2: CC1=C2C(C(=O)C3(C(CC4C(C3C(C(C2(C)C)(CC1OC(=O)C(C(C5=CC=CC=C5)NC(=O)OC(C)(C)C)O)O)OC(=O)C6=CC=CC=C6)(CO4)OC(=O)C)O)C)O. Cell line: IGROV1. Synergy scores: CSS=3.06, Synergy_ZIP=-0.243, Synergy_Bliss=2.97, Synergy_Loewe=2.40, Synergy_HSA=2.38. (4) Drug 1: C1=NC2=C(N=C(N=C2N1C3C(C(C(O3)CO)O)O)F)N. Drug 2: CN(C(=O)NC(C=O)C(C(C(CO)O)O)O)N=O. Cell line: NCI-H522. Synergy scores: CSS=6.01, Synergy_ZIP=-2.48, Synergy_Bliss=-0.955, Synergy_Loewe=-17.4, Synergy_HSA=-3.30. (5) Drug 1: CCC1=CC2CC(C3=C(CN(C2)C1)C4=CC=CC=C4N3)(C5=C(C=C6C(=C5)C78CCN9C7C(C=CC9)(C(C(C8N6C)(C(=O)OC)O)OC(=O)C)CC)OC)C(=O)OC.C(C(C(=O)O)O)(C(=O)O)O. Drug 2: CC1CCC2CC(C(=CC=CC=CC(CC(C(=O)C(C(C(=CC(C(=O)CC(OC(=O)C3CCCCN3C(=O)C(=O)C1(O2)O)C(C)CC4CCC(C(C4)OC)OCCO)C)C)O)OC)C)C)C)OC. Cell line: DU-145. Synergy scores: CSS=61.4, Synergy_ZIP=-1.97, Synergy_Bliss=2.43, Synergy_Loewe=-2.42, Synergy_HSA=4.25. (6) Drug 1: CCCS(=O)(=O)NC1=C(C(=C(C=C1)F)C(=O)C2=CNC3=C2C=C(C=N3)C4=CC=C(C=C4)Cl)F. Drug 2: CC1=C(N=C(N=C1N)C(CC(=O)N)NCC(C(=O)N)N)C(=O)NC(C(C2=CN=CN2)OC3C(C(C(C(O3)CO)O)O)OC4C(C(C(C(O4)CO)O)OC(=O)N)O)C(=O)NC(C)C(C(C)C(=O)NC(C(C)O)C(=O)NCCC5=NC(=CS5)C6=NC(=CS6)C(=O)NCCC[S+](C)C)O. Cell line: SN12C. Synergy scores: CSS=-4.35, Synergy_ZIP=-2.13, Synergy_Bliss=-9.57, Synergy_Loewe=-33.4, Synergy_HSA=-11.5.